From a dataset of Catalyst prediction with 721,799 reactions and 888 catalyst types from USPTO. Predict which catalyst facilitates the given reaction. (1) Reactant: [CH:1]1[CH:6]=[CH:5][CH:4]=[CH:3][CH:2]=1.ClCCCl.[N+:11]([O-])([OH:13])=[O:12]. Product: [N+:11]([C:1]1[CH:6]=[CH:5][CH:4]=[CH:3][CH:2]=1)([O-:13])=[O:12]. The catalyst class is: 6. (2) Reactant: [C:1]1([N:7]2[CH2:12][CH2:11][CH:10]([C:13]3[S:14][C:15]([C:18]([O-:20])=O)=[CH:16][N:17]=3)[CH2:9][CH2:8]2)[CH:6]=[CH:5][CH:4]=[CH:3][CH:2]=1.[Li+].[N:22]1[CH:23]=[CH:24][N:25]2[CH:30]=[CH:29][C:28]([CH2:31][NH2:32])=[CH:27][C:26]=12.CN1CCOCC1.CN(C(ON1N=NC2C=CC=NC1=2)=[N+](C)C)C.F[P-](F)(F)(F)(F)F. Product: [N:22]1[CH:23]=[CH:24][N:25]2[CH:30]=[CH:29][C:28]([CH2:31][NH:32][C:18]([C:15]3[S:14][C:13]([CH:10]4[CH2:9][CH2:8][N:7]([C:1]5[CH:2]=[CH:3][CH:4]=[CH:5][CH:6]=5)[CH2:12][CH2:11]4)=[N:17][CH:16]=3)=[O:20])=[CH:27][C:26]=12. The catalyst class is: 4. (3) Reactant: Br[C:2]1[N:7]=[C:6]([C:8]([O:10][CH3:11])=[O:9])[CH:5]=[CH:4][C:3]=1[F:12].C(N(CC)CC)C.[CH:20]#[C:21][CH2:22][CH3:23]. Product: [C:20]([C:2]1[N:7]=[C:6]([C:8]([O:10][CH3:11])=[O:9])[CH:5]=[CH:4][C:3]=1[F:12])#[C:21][CH2:22][CH3:23]. The catalyst class is: 246. (4) Reactant: [CH2:1]([O:8][C:9]([N:11]1[CH2:16][CH2:15][C:14]([NH:20][C:21]([O:23][C:24]([CH3:27])([CH3:26])[CH3:25])=[O:22])([C:17](O)=[O:18])[CH2:13][CH2:12]1)=[O:10])[C:2]1[CH:7]=[CH:6][CH:5]=[CH:4][CH:3]=1.CN(C(ON1N=NC2C=CC=CC1=2)=[N+](C)C)C.[B-](F)(F)(F)F.CCN(C(C)C)C(C)C.[C:59]1([CH2:65][S:66]([NH2:69])(=[O:68])=[O:67])[CH:64]=[CH:63][CH:62]=[CH:61][CH:60]=1.C([O-])(O)=O.[Na+]. Product: [CH2:65]([S:66]([NH:69][C:17]([C:14]1([NH:20][C:21]([O:23][C:24]([CH3:26])([CH3:27])[CH3:25])=[O:22])[CH2:15][CH2:16][N:11]([C:9]([O:8][CH2:1][C:2]2[CH:3]=[CH:4][CH:5]=[CH:6][CH:7]=2)=[O:10])[CH2:12][CH2:13]1)=[O:18])(=[O:68])=[O:67])[C:59]1[CH:64]=[CH:63][CH:62]=[CH:61][CH:60]=1. The catalyst class is: 2. (5) Reactant: Cl.[NH2:2][C:3]1[CH:9]=[CH:8][C:6]([OH:7])=[CH:5][C:4]=1[OH:10].[CH:11]1([CH2:14][O:15][C:16]2[CH:24]=[CH:23][C:19]([C:20](O)=O)=[CH:18][C:17]=2[F:25])[CH2:13][CH2:12]1.C(N(C(C)C)CC)(C)C.CN(C(ON1N=NC2C=CC=NC1=2)=[N+](C)C)C.F[P-](F)(F)(F)(F)F. Product: [CH:11]1([CH2:14][O:15][C:16]2[CH:24]=[CH:23][C:19]([C:20]3[O:10][C:4]4[CH:5]=[C:6]([OH:7])[CH:8]=[CH:9][C:3]=4[N:2]=3)=[CH:18][C:17]=2[F:25])[CH2:12][CH2:13]1. The catalyst class is: 39. (6) Reactant: [Br:1][C:2]1[CH:10]=[CH:9][C:5]([C:6]([OH:8])=O)=[CH:4][C:3]=1[O:11][CH3:12].C(=O)([O-])[O-].[K+].[K+].[NH:19]1[CH2:22][CH2:21][CH2:20]1.CN(C(ON1N=NC2C=CC=CC1=2)=[N+](C)C)C.[B-](F)(F)(F)F. Product: [N:19]1([C:6]([C:5]2[CH:9]=[CH:10][C:2]([Br:1])=[C:3]([O:11][CH3:12])[CH:4]=2)=[O:8])[CH2:22][CH2:21][CH2:20]1. The catalyst class is: 18. (7) Reactant: [Br:1][C:2]1[CH:7]=[CH:6][C:5](I)=[C:4]([F:9])[CH:3]=1.C([Li])CCC.[C:15]([O:19][C:20](=[O:37])[NH:21][CH:22]([C:29]1[CH:34]=[CH:33][C:32]([Cl:35])=[C:31]([Cl:36])[CH:30]=1)[C:23](=[O:28])N(OC)C)([CH3:18])([CH3:17])[CH3:16]. Product: [C:15]([O:19][C:20](=[O:37])[NH:21][CH:22]([C:29]1[CH:34]=[CH:33][C:32]([Cl:35])=[C:31]([Cl:36])[CH:30]=1)[C:23]([C:5]1[CH:6]=[CH:7][C:2]([Br:1])=[CH:3][C:4]=1[F:9])=[O:28])([CH3:18])([CH3:16])[CH3:17]. The catalyst class is: 7.